From a dataset of Forward reaction prediction with 1.9M reactions from USPTO patents (1976-2016). Predict the product of the given reaction. Given the reactants [CH3:1][O:2][C:3]([NH:5][N:6]=[C:7]([CH3:9])[CH3:8])=[O:4], predict the reaction product. The product is: [CH3:1][O:2][C:3]([NH:5][NH:6][CH:7]([CH3:9])[CH3:8])=[O:4].